Predict the reactants needed to synthesize the given product. From a dataset of Full USPTO retrosynthesis dataset with 1.9M reactions from patents (1976-2016). (1) Given the product [CH:13]([C:15]1[CH:16]=[C:17]([C:2]2[C:11]3[C:6](=[CH:7][CH:8]=[CH:9][C:10]=3[Br:12])[CH:5]=[CH:4][CH:3]=2)[CH:18]=[CH:19][C:20]=1[O:21][CH3:22])=[O:14], predict the reactants needed to synthesize it. The reactants are: Br[C:2]1[C:11]2[C:6](=[CH:7][CH:8]=[CH:9][C:10]=2[Br:12])[CH:5]=[CH:4][CH:3]=1.[CH:13]([C:15]1[CH:16]=[C:17](B(O)O)[CH:18]=[CH:19][C:20]=1[O:21][CH3:22])=[O:14].[O-]P([O-])([O-])=O.[K+].[K+].[K+]. (2) Given the product [C:37](=[O:38])([O:9][CH2:8][CH:7]([O:10][C:11]1[CH:19]=[CH:18][C:17]([F:20])=[C:13]([C:14](=[O:15])[NH2:16])[C:12]=1[F:21])[C:5]1[O:6][C:2]([Cl:1])=[C:3]([C:22]2[CH:27]=[CH:26][C:25]([C:28]([F:29])([F:30])[F:31])=[CH:24][CH:23]=2)[N:4]=1)[NH2:44], predict the reactants needed to synthesize it. The reactants are: [Cl:1][C:2]1[O:6][C:5]([CH:7]([O:10][C:11]2[C:12]([F:21])=[C:13]([C:17]([F:20])=[CH:18][CH:19]=2)[C:14]([NH2:16])=[O:15])[CH2:8][OH:9])=[N:4][C:3]=1[C:22]1[CH:27]=[CH:26][C:25]([C:28]([F:31])([F:30])[F:29])=[CH:24][CH:23]=1.ClC(O[C:37](Cl)=[O:38])(Cl)Cl.CO.C(#[N:44])C. (3) The reactants are: [CH3:1][C:2](C)([O-])[CH3:3].[K+].[Br:7][C:8]1[S:12][C:11]([C:13]([C@H:15]2[CH2:20][CH2:19][C@H:18]([C:21]([O:23][CH2:24][CH3:25])=[O:22])[CH2:17][CH2:16]2)=O)=[N:10][CH:9]=1. Given the product [Br:7][C:8]1[S:12][C:11]([CH:13]([C@H:15]2[CH2:20][CH2:19][C@H:18]([C:21]([O:23][CH2:24][CH3:25])=[O:22])[CH2:17][CH2:16]2)[CH2:3][CH:2]=[CH2:1])=[N:10][CH:9]=1, predict the reactants needed to synthesize it.